Dataset: NCI-60 drug combinations with 297,098 pairs across 59 cell lines. Task: Regression. Given two drug SMILES strings and cell line genomic features, predict the synergy score measuring deviation from expected non-interaction effect. (1) Drug 1: CNC(=O)C1=CC=CC=C1SC2=CC3=C(C=C2)C(=NN3)C=CC4=CC=CC=N4. Drug 2: C1=NC(=NC(=O)N1C2C(C(C(O2)CO)O)O)N. Cell line: UACC-257. Synergy scores: CSS=-4.25, Synergy_ZIP=1.80, Synergy_Bliss=1.64, Synergy_Loewe=-3.32, Synergy_HSA=-2.72. (2) Drug 1: C1CCC(CC1)NC(=O)N(CCCl)N=O. Drug 2: CC(C1=C(C=CC(=C1Cl)F)Cl)OC2=C(N=CC(=C2)C3=CN(N=C3)C4CCNCC4)N. Cell line: SF-295. Synergy scores: CSS=55.2, Synergy_ZIP=7.79, Synergy_Bliss=10.5, Synergy_Loewe=7.48, Synergy_HSA=13.4. (3) Drug 1: CC1=C2C(C(=O)C3(C(CC4C(C3C(C(C2(C)C)(CC1OC(=O)C(C(C5=CC=CC=C5)NC(=O)C6=CC=CC=C6)O)O)OC(=O)C7=CC=CC=C7)(CO4)OC(=O)C)O)C)OC(=O)C. Drug 2: COC1=C2C(=CC3=C1OC=C3)C=CC(=O)O2. Cell line: NCI-H226. Synergy scores: CSS=14.9, Synergy_ZIP=-12.1, Synergy_Bliss=-10.8, Synergy_Loewe=-36.5, Synergy_HSA=-10.8. (4) Drug 1: CS(=O)(=O)CCNCC1=CC=C(O1)C2=CC3=C(C=C2)N=CN=C3NC4=CC(=C(C=C4)OCC5=CC(=CC=C5)F)Cl. Drug 2: CN(C(=O)NC(C=O)C(C(C(CO)O)O)O)N=O. Cell line: K-562. Synergy scores: CSS=5.04, Synergy_ZIP=-2.69, Synergy_Bliss=1.50, Synergy_Loewe=-1.26, Synergy_HSA=-0.357. (5) Drug 1: C1=NC2=C(N=C(N=C2N1C3C(C(C(O3)CO)O)O)F)N. Synergy scores: CSS=18.6, Synergy_ZIP=-6.06, Synergy_Bliss=-2.45, Synergy_Loewe=-12.0, Synergy_HSA=-2.38. Cell line: A498. Drug 2: CCN(CC)CCCC(C)NC1=C2C=C(C=CC2=NC3=C1C=CC(=C3)Cl)OC.